This data is from Full USPTO retrosynthesis dataset with 1.9M reactions from patents (1976-2016). The task is: Predict the reactants needed to synthesize the given product. The reactants are: [CH3:1][C:2]1[N:3]=[CH:4][N:5]([C:7]2[CH:8]=[C:9]([CH:11]=[C:12]([C:14]([F:17])([F:16])[F:15])[CH:13]=2)[NH2:10])[CH:6]=1.[CH2:18]([O:20][C:21]1[C:26](=[O:27])[NH:25][CH:24]=[C:23]([C:28]2[CH:33]=[CH:32][C:31]([CH2:34][C:35](O)=[O:36])=[C:30]([F:38])[CH:29]=2)[CH:22]=1)[CH3:19].C1C=CC2N(O)N=NC=2C=1.C(Cl)C[Cl:51].CCN(CC)CC. Given the product [ClH:51].[CH2:18]([O:20][C:21]1[C:26](=[O:27])[NH:25][CH:24]=[C:23]([C:28]2[CH:33]=[CH:32][C:31]([CH2:34][C:35]([NH:10][C:9]3[CH:11]=[C:12]([C:14]([F:17])([F:15])[F:16])[CH:13]=[C:7]([N:5]4[CH:6]=[C:2]([CH3:1])[N:3]=[CH:4]4)[CH:8]=3)=[O:36])=[C:30]([F:38])[CH:29]=2)[CH:22]=1)[CH3:19], predict the reactants needed to synthesize it.